Predict the reaction yield, written as a fraction of the theoretical maximum amount of product (1.0 means a 100% yield; for example, 0.34 means a 34% yield). From a dataset of Reaction yield outcomes from USPTO patents with 853,638 reactions. (1) The reactants are [Cl:1][C:2]1[CH:7]=[C:6]([N:8]=[C:9]=[S:10])[CH:5]=[C:4]([C:11]([F:14])([F:13])[F:12])[C:3]=1[C:15]1[CH:20]=[CH:19][C:18]([S:21]([CH:24]2[CH2:29][CH2:28][N:27]([C:30]([O:32][C:33]([CH3:36])([CH3:35])[CH3:34])=[O:31])[CH2:26][CH2:25]2)(=[O:23])=[O:22])=[CH:17][CH:16]=1.[N:37]#[C:38][NH2:39].[Na].[CH3:41]O.CI. The catalyst is C(COC)OC. The product is [Cl:1][C:2]1[CH:7]=[C:6]([N:8]([NH:37][C:38]#[N:39])[CH2:9][S:10][CH3:41])[CH:5]=[C:4]([C:11]([F:12])([F:13])[F:14])[C:3]=1[C:15]1[CH:16]=[CH:17][C:18]([S:21]([CH:24]2[CH2:29][CH2:28][N:27]([C:30]([O:32][C:33]([CH3:36])([CH3:35])[CH3:34])=[O:31])[CH2:26][CH2:25]2)(=[O:23])=[O:22])=[CH:19][CH:20]=1. The yield is 0.790. (2) The reactants are [Cl-].O[NH3+:3].[C:4](=[O:7])([O-])[OH:5].[Na+].CS(C)=O.[O:13]1[C:17]2[CH:18]=[CH:19][C:20]([N:22]3[C:27](=[O:28])[C:26]([CH2:29][C:30]4[CH:35]=[CH:34][C:33]([C:36]5[C:37]([C:42]#[N:43])=[CH:38][CH:39]=[CH:40][CH:41]=5)=[CH:32][CH:31]=4)=[C:25]([CH2:44][CH2:45][CH3:46])[N:24]=[C:23]3[CH3:47])=[CH:21][C:16]=2[CH2:15][CH2:14]1. The catalyst is O.C(OCC)(=O)C. The product is [O:13]1[C:17]2[CH:18]=[CH:19][C:20]([N:22]3[C:27](=[O:28])[C:26]([CH2:29][C:30]4[CH:35]=[CH:34][C:33]([C:36]5[CH:41]=[CH:40][CH:39]=[CH:38][C:37]=5[C:42]5[NH:3][C:4](=[O:7])[O:5][N:43]=5)=[CH:32][CH:31]=4)=[C:25]([CH2:44][CH2:45][CH3:46])[N:24]=[C:23]3[CH3:47])=[CH:21][C:16]=2[CH2:15][CH2:14]1. The yield is 0.630. (3) The reactants are [S:1]1[CH:5]=[C:4]([CH2:6][NH:7][CH2:8][C:9]2[CH:10]=[C:11]3[C:15](=[CH:16][C:17]=2[NH2:18])[N:14]([C:19]([C:32]2[CH:37]=[CH:36][CH:35]=[CH:34][CH:33]=2)([C:26]2[CH:31]=[CH:30][CH:29]=[CH:28][CH:27]=2)[C:20]2[CH:25]=[CH:24][CH:23]=[CH:22][CH:21]=2)[N:13]=[C:12]3Br)[N:3]=[CH:2]1.[N:39]1[CH:44]=[CH:43][C:42](B(O)O)=[CH:41][CH:40]=1.[O:48]1CCOC[CH2:49]1.[C:54]([O-])([O-])=O.[K+].[K+]. The catalyst is C1C=CC(P(C2C=CC=CC=2)[C-]2C=CC=C2)=CC=1.C1C=CC(P(C2C=CC=CC=2)[C-]2C=CC=C2)=CC=1.Cl[Pd]Cl.[Fe+2].O. The product is [CH3:54][C:40]1[CH:41]=[C:42]([C:12]2[C:11]3[CH:10]=[C:9]4[C:17](=[CH:16][C:15]=3[N:14]([C:19]([C:20]3[CH:25]=[CH:24][CH:23]=[CH:22][CH:21]=3)([C:26]3[CH:27]=[CH:28][CH:29]=[CH:30][CH:31]=3)[C:32]3[CH:33]=[CH:34][CH:35]=[CH:36][CH:37]=3)[N:13]=2)[NH:18][C:49](=[O:48])[N:7]([CH2:6][C:4]2[N:3]=[CH:2][S:1][CH:5]=2)[CH2:8]4)[CH:43]=[CH:44][N:39]=1. The yield is 0.570. (4) The reactants are [Br:1][C:2]1[CH:7]=[CH:6][C:5]([C:8]2[N:13]=[N:12][C:11](SC)=[N:10][CH:9]=2)=[CH:4][C:3]=1[F:16].O.[NH2:18][NH2:19]. The catalyst is C(O)C. The product is [Br:1][C:2]1[CH:7]=[CH:6][C:5]([C:8]2[N:13]=[N:12][C:11]([NH:18][NH2:19])=[N:10][CH:9]=2)=[CH:4][C:3]=1[F:16]. The yield is 0.776.